This data is from Reaction yield outcomes from USPTO patents with 853,638 reactions. The task is: Predict the reaction yield, written as a fraction of the theoretical maximum amount of product (1.0 means a 100% yield; for example, 0.34 means a 34% yield). The reactants are [Br:1][C:2]1[CH:3]=[C:4]([C:7](=O)[CH2:8][C:9](=O)[C:10]([F:14])([F:13])[CH2:11][CH3:12])[O:5][CH:6]=1.[C:17]([CH2:19][C:20]([NH:22][CH2:23][C:24]1[CH:29]=[CH:28][C:27]([F:30])=[CH:26][C:25]=1[F:31])=[O:21])#[N:18].CCCCCCC=CCCC. The catalyst is C1C=CC=CC=1.C(Cl)Cl. The product is [Br:1][C:2]1[CH:3]=[C:4]([C:7]2[N:22]([CH2:23][C:24]3[CH:29]=[CH:28][C:27]([F:30])=[CH:26][C:25]=3[F:31])[C:20](=[O:21])[C:19]([C:17]#[N:18])=[C:9]([C:10]([F:14])([F:13])[CH2:11][CH3:12])[CH:8]=2)[O:5][CH:6]=1. The yield is 0.540.